This data is from Reaction yield outcomes from USPTO patents with 853,638 reactions. The task is: Predict the reaction yield, written as a fraction of the theoretical maximum amount of product (1.0 means a 100% yield; for example, 0.34 means a 34% yield). (1) The reactants are C([O:7][C:8]1[CH:13]=[C:12]([CH2:14][CH2:15]OS(C)(=O)=O)[O:11][C:10](=[O:21])[C:9]=1[C:22]1[C:27]([CH3:28])=[CH:26][C:25]([CH3:29])=[CH:24][C:23]=1[CH3:30])(=O)C(C)(C)C.[Br:31][C:32]1[CH:37]=[CH:36][C:35]([SH:38])=[CH:34][CH:33]=1.C([O-])([O-])=O.[K+].[K+].Cl. The catalyst is O1CCCC1. The product is [Br:31][C:32]1[CH:37]=[CH:36][C:35]([S:38][CH2:15][CH2:14][C:12]2[O:11][C:10](=[O:21])[C:9]([C:22]3[C:27]([CH3:28])=[CH:26][C:25]([CH3:29])=[CH:24][C:23]=3[CH3:30])=[C:8]([OH:7])[CH:13]=2)=[CH:34][CH:33]=1. The yield is 0.300. (2) The reactants are [O:1]1[C:5]2[CH:6]=[CH:7][C:8]([CH2:10][C:11]#[N:12])=[CH:9][C:4]=2[O:3]C1.B(Br)(Br)Br.O. The catalyst is C(Cl)Cl. The product is [OH:3][C:4]1[CH:9]=[C:8]([CH2:10][C:11]#[N:12])[CH:7]=[CH:6][C:5]=1[OH:1]. The yield is 0.540. (3) The reactants are C([O:8][C:9]1[CH:10]=[C:11]2[C:16](=[CH:17][CH:18]=1)[C:15]([CH:19]=O)=[CH:14][CH:13]=[C:12]2[N:21](CC1C=CC=CC=1)CC1C=CC=CC=1)C1C=CC=CC=1.[H][H]. The catalyst is CO.[Pd].[C]. The product is [NH2:21][C:12]1[CH:13]=[CH:14][C:15]([CH3:19])=[C:16]2[C:11]=1[CH:10]=[C:9]([OH:8])[CH:18]=[CH:17]2. The yield is 0.880. (4) The reactants are C(=O)([O-])O.[Na+].[NH2:6][CH2:7][CH2:8][CH2:9][CH2:10][C:11]1[CH:19]=[CH:18][C:14]([C:15]([OH:17])=[O:16])=[CH:13][CH:12]=1.O.Cl[C:22]([O:24][CH2:25][C:26]1[CH:31]=[CH:30][CH:29]=[CH:28][CH:27]=1)=[O:23]. The catalyst is C1COCC1. The product is [CH2:25]([O:24][C:22]([NH:6][CH2:7][CH2:8][CH2:9][CH2:10][C:11]1[CH:19]=[CH:18][C:14]([C:15]([OH:17])=[O:16])=[CH:13][CH:12]=1)=[O:23])[C:26]1[CH:31]=[CH:30][CH:29]=[CH:28][CH:27]=1. The yield is 0.980. (5) The yield is 0.470. The catalyst is C(OCC)(=O)C. The product is [OH:13][C@@H:14]([CH3:52])[C@H:15]([O:17][C:18]1[CH:23]=[CH:22][C:21]([N:24]2[C:29](=[O:30])[C:28]([CH2:31][C:32]3[CH:37]=[CH:36][C:35]([C:38]4[CH:43]=[CH:42][CH:41]=[CH:40][C:39]=4[C:44]4[NH:3][C:4](=[O:7])[O:5][N:45]=4)=[CH:34][CH:33]=3)=[C:27]([CH2:46][CH2:47][CH3:48])[N:26]3[N:49]=[CH:50][CH:51]=[C:25]23)=[CH:20][CH:19]=1)[CH3:16]. The reactants are [Cl-].O[NH3+:3].[C:4](=[O:7])([O-])[OH:5].[Na+].CS(C)=O.[OH:13][C@@H:14]([CH3:52])[C@H:15]([O:17][C:18]1[CH:23]=[CH:22][C:21]([N:24]2[C:29](=[O:30])[C:28]([CH2:31][C:32]3[CH:37]=[CH:36][C:35]([C:38]4[C:39]([C:44]#[N:45])=[CH:40][CH:41]=[CH:42][CH:43]=4)=[CH:34][CH:33]=3)=[C:27]([CH2:46][CH2:47][CH3:48])[N:26]3[N:49]=[CH:50][CH:51]=[C:25]23)=[CH:20][CH:19]=1)[CH3:16]. (6) The reactants are [Cl:1][C:2]1[CH:7]=[CH:6][C:5]([C:8]2[C:12]3[CH2:13][NH:14][CH2:15][CH2:16][C:11]=3[N:10]([CH2:17][CH:18]([OH:34])[CH2:19][N:20]3[CH2:25][CH2:24][N:23]([C:26]4[CH:33]=[CH:32][CH:31]=[CH:30][C:27]=4[C:28]#[N:29])[CH2:22][CH2:21]3)[N:9]=2)=[CH:4][C:3]=1[CH3:35].Cl[C:37](=[O:42])[C:38]([O:40][CH3:41])=[O:39].CO.C(Cl)Cl. The catalyst is C(Cl)Cl. The product is [CH3:41][O:40][C:38](=[O:39])[C:37]([N:14]1[CH2:15][CH2:16][C:11]2[N:10]([CH2:17][CH:18]([OH:34])[CH2:19][N:20]3[CH2:25][CH2:24][N:23]([C:26]4[CH:33]=[CH:32][CH:31]=[CH:30][C:27]=4[C:28]#[N:29])[CH2:22][CH2:21]3)[N:9]=[C:8]([C:5]3[CH:6]=[CH:7][C:2]([Cl:1])=[C:3]([CH3:35])[CH:4]=3)[C:12]=2[CH2:13]1)=[O:42]. The yield is 0.790. (7) The reactants are [C:1]([O:5][C:6]([NH:8][CH2:9][C:10]1[CH:18]=[CH:17][C:13]([C:14]([OH:16])=O)=[CH:12][CH:11]=1)=[O:7])([CH3:4])([CH3:3])[CH3:2].[C:19]1([NH2:26])[CH:24]=[CH:23][CH:22]=[CH:21][C:20]=1[NH2:25].CCN=C=NCCCN(C)C.C1C=CC2N(O)N=NC=2C=1. The catalyst is CN(C=O)C. The product is [C:1]([O:5][C:6](=[O:7])[NH:8][CH2:9][C:10]1[CH:11]=[CH:12][C:13]([C:14](=[O:16])[NH:25][C:20]2[CH:21]=[CH:22][CH:23]=[CH:24][C:19]=2[NH2:26])=[CH:17][CH:18]=1)([CH3:2])([CH3:3])[CH3:4]. The yield is 0.560. (8) The reactants are [CH2:1]([N:8]([CH2:16][CH2:17][OH:18])[C:9]([CH2:11][O:12][C:13](=[O:15])[CH3:14])=[O:10])[C:2]1[CH:7]=[CH:6][CH:5]=[CH:4][CH:3]=1.CS(C)=O.C(N(CC)C(C)C)(C)C. The catalyst is C(OCC)(=O)C. The product is [CH2:1]([N:8]([CH2:16][CH:17]=[O:18])[C:9]([CH2:11][O:12][C:13](=[O:15])[CH3:14])=[O:10])[C:2]1[CH:3]=[CH:4][CH:5]=[CH:6][CH:7]=1. The yield is 0.570.